The task is: Predict the reactants needed to synthesize the given product.. This data is from Full USPTO retrosynthesis dataset with 1.9M reactions from patents (1976-2016). (1) Given the product [O:35]1[C:24]2[CH:23]=[CH:22][C:18]([CH:12]3[CH:10]([C:13]([NH:15][C:16]4[CH:17]=[C:18]5[C:22](=[CH:23][CH:24]=4)[NH:21][CH:20]([C:25]([CH3:28])([CH3:26])[CH3:27])[CH2:19]5)=[O:14])[CH2:11]3)=[CH:17][C:16]=2[O:36][CH2:33]1, predict the reactants needed to synthesize it. The reactants are: O1C2C=CC([C:10]3([C:13]([NH:15][C:16]4[CH:17]=[C:18]5[C:22](=[CH:23][CH:24]=4)[NH:21][C:20]([C:25]([CH3:28])([CH3:27])[CH3:26])=[CH:19]5)=[O:14])[CH2:12][CH2:11]3)=CC=2OC1.[BH3-]C#N.[Na+].[C:33]([OH:36])(=[O:35])C. (2) Given the product [Cl:1][C:2]1[CH:21]=[CH:20][C:5]([NH:6][C:7]2[C:16]3[C:11](=[CH:12][C:13]([O:19][CH2:25][CH2:26][CH2:27][O:28][C:29]4[CH:34]=[CH:33][N:32]=[CH:31][CH:30]=4)=[C:14]([O:17][CH3:18])[CH:15]=3)[N:10]=[CH:9][N:8]=2)=[C:4]([F:22])[CH:3]=1, predict the reactants needed to synthesize it. The reactants are: [Cl:1][C:2]1[CH:21]=[CH:20][C:5]([NH:6][C:7]2[C:16]3[C:11](=[CH:12][C:13]([OH:19])=[C:14]([O:17][CH3:18])[CH:15]=3)[N:10]=[CH:9][N:8]=2)=[C:4]([F:22])[CH:3]=1.Cl.Cl[CH2:25][CH2:26][CH2:27][O:28][C:29]1[CH:34]=[CH:33][N:32]=[CH:31][CH:30]=1.C(=O)([O-])[O-].[K+].[K+]. (3) Given the product [CH3:1][N:2]([C@H:10]1[CH2:14][CH2:13][O:12][CH2:11]1)[CH2:3]/[CH:4]=[CH:5]/[C:6]([OH:8])=[O:7], predict the reactants needed to synthesize it. The reactants are: [CH3:1][N:2]([C@H:10]1[CH2:14][CH2:13][O:12][CH2:11]1)[CH2:3]/[CH:4]=[CH:5]/[C:6]([O:8]C)=[O:7].O.[OH-].[Li+].Cl. (4) Given the product [CH3:1][O:2][C:3]1[CH:4]=[C:5]2[C:10](=[CH:11][C:12]=1[O:13][CH3:14])[N:9]=[CH:8][CH:7]=[C:6]2[O:15][C:16]1[CH:22]=[CH:21][C:19]([NH:20][C:36]([NH:53][C@@H:51]([C:48]2[CH:49]=[CH:50][C:45]([F:44])=[CH:46][CH:47]=2)[CH3:52])=[O:42])=[C:18]([O:23][CH3:24])[CH:17]=1, predict the reactants needed to synthesize it. The reactants are: [CH3:1][O:2][C:3]1[CH:4]=[C:5]2[C:10](=[CH:11][C:12]=1[O:13][CH3:14])[N:9]=[CH:8][CH:7]=[C:6]2[O:15][C:16]1[CH:22]=[CH:21][C:19]([NH2:20])=[C:18]([O:23][CH3:24])[CH:17]=1.C(N(CC)CC)C.ClC(Cl)(O[C:36](=[O:42])OC(Cl)(Cl)Cl)Cl.[F:44][C:45]1[CH:50]=[CH:49][C:48]([C@H:51]([NH2:53])[CH3:52])=[CH:47][CH:46]=1. (5) Given the product [C:12]([C:14]1[CH:22]=[CH:21][C:17]([C:18]([NH:1][C@@H:2]([CH2:6][CH2:7][CH2:8][C:9]([OH:11])=[O:10])[C:3]([OH:5])=[O:4])=[O:19])=[CH:16][CH:15]=1)#[N:13], predict the reactants needed to synthesize it. The reactants are: [NH2:1][C@@H:2]([CH2:6][CH2:7][CH2:8][C:9]([OH:11])=[O:10])[C:3]([OH:5])=[O:4].[C:12]([C:14]1[CH:22]=[CH:21][C:17]([C:18](Cl)=[O:19])=[CH:16][CH:15]=1)#[N:13]. (6) Given the product [Br:13][C:14]1[C:15]([O:21][CH3:22])=[C:16]([C:17]([F:20])=[CH:18][CH:19]=1)[CH:23]=[O:24], predict the reactants needed to synthesize it. The reactants are: C([Li])CCC.C(NC(C)C)(C)C.[Br:13][C:14]1[CH:19]=[CH:18][C:17]([F:20])=[CH:16][C:15]=1[O:21][CH3:22].[CH:23](N1CCCCC1)=[O:24]. (7) Given the product [CH2:1]([O:8][C:9]([N:11]1[CH2:17][CH2:16][CH2:15][CH:14]([NH:18][C:25]([O:24][C:20]([CH3:23])([CH3:22])[CH3:21])=[O:26])[CH:13]([OH:19])[CH2:12]1)=[O:10])[C:2]1[CH:3]=[CH:4][CH:5]=[CH:6][CH:7]=1, predict the reactants needed to synthesize it. The reactants are: [CH2:1]([O:8][C:9]([N:11]1[CH2:17][CH2:16][CH2:15][CH:14]([NH2:18])[CH:13]([OH:19])[CH2:12]1)=[O:10])[C:2]1[CH:7]=[CH:6][CH:5]=[CH:4][CH:3]=1.[C:20]([O:24][C:25](O[C:25]([O:24][C:20]([CH3:23])([CH3:22])[CH3:21])=[O:26])=[O:26])([CH3:23])([CH3:22])[CH3:21]. (8) Given the product [C:13]([C:14]1[NH:19][C:20]2[C:25]([CH:26]=1)=[CH:24][C:23]([C@H:27]([NH:29][C:30]([C:32]1[O:36][N:35]=[C:34]([CH3:37])[CH:33]=1)=[O:31])[CH3:28])=[CH:22][CH:21]=2)#[N:15], predict the reactants needed to synthesize it. The reactants are: OI1(=O)C2C=CC=CC=2C(=O)O1.[C:13](#[N:15])[CH3:14].C(C1[NH:19][C:20]2[C:25]([CH:26]=1)=[CH:24][C:23]([C@H:27]([NH:29][C:30]([C:32]1[O:36][N:35]=[C:34]([CH3:37])[CH:33]=1)=[O:31])[CH3:28])=[CH:22][CH:21]=2)=O. (9) The reactants are: [CH2:1]([O:8][C:9]1[CH:10]=[C:11]([C:17]2[CH2:26][C:25](=[O:27])[C:24]3[C:19](=[CH:20][C:21]4[O:30][CH2:29][O:28][C:22]=4[CH:23]=3)[N:18]=2)[CH:12]=[C:13]([O:15]C)[CH:14]=1)C1C=CC=CC=1. Given the product [OH:15][C:13]1[CH:12]=[C:11]([C:17]2[CH2:26][C:25](=[O:27])[C:24]3[C:19](=[CH:20][C:21]4[O:30][CH2:29][O:28][C:22]=4[CH:23]=3)[N:18]=2)[CH:10]=[C:9]([O:8][CH3:1])[CH:14]=1, predict the reactants needed to synthesize it.